Predict the product of the given reaction. From a dataset of Forward reaction prediction with 1.9M reactions from USPTO patents (1976-2016). (1) Given the reactants [F:1][C:2]([F:44])([F:43])[C:3]1[CH:4]=[C:5]([C@H:13]2[O:17][C:16](=[O:18])[N:15]([CH2:19][C:20]3[C:25]([C:26]4[CH:27]=[C:28]([CH2:34][C:35]([O:37]C)=[O:36])[CH:29]=[CH:30][C:31]=4[O:32][CH3:33])=[CH:24][CH:23]=[C:22]([CH:39]4[CH2:41][CH2:40]4)[N:21]=3)[C@H:14]2[CH3:42])[CH:6]=[C:7]([C:9]([F:12])([F:11])[F:10])[CH:8]=1.[OH-].[K+], predict the reaction product. The product is: [F:44][C:2]([F:1])([F:43])[C:3]1[CH:4]=[C:5]([C@H:13]2[O:17][C:16](=[O:18])[N:15]([CH2:19][C:20]3[C:25]([C:26]4[CH:27]=[C:28]([CH2:34][C:35]([OH:37])=[O:36])[CH:29]=[CH:30][C:31]=4[O:32][CH3:33])=[CH:24][CH:23]=[C:22]([CH:39]4[CH2:40][CH2:41]4)[N:21]=3)[C@H:14]2[CH3:42])[CH:6]=[C:7]([C:9]([F:11])([F:12])[F:10])[CH:8]=1. (2) Given the reactants C(OC(=O)[NH:7][C:8]1[C:13]([NH:14][C:15](=[O:30])[CH2:16][C:17]([C:19]2[CH:24]=[CH:23][CH:22]=[C:21]([N:25]3[CH:29]=[CH:28][N:27]=[CH:26]3)[CH:20]=2)=O)=[CH:12][C:11]([C:31]2[CH:36]=[CH:35][CH:34]=[CH:33][C:32]=2[F:37])=[C:10]([O:38][CH2:39][C:40]([F:43])([F:42])[F:41])[CH:9]=1)(C)(C)C.C(O)(C(F)(F)F)=O, predict the reaction product. The product is: [F:37][C:32]1[CH:33]=[CH:34][CH:35]=[CH:36][C:31]=1[C:11]1[C:10]([O:38][CH2:39][C:40]([F:42])([F:43])[F:41])=[CH:9][C:8]2[N:7]=[C:17]([C:19]3[CH:24]=[CH:23][CH:22]=[C:21]([N:25]4[CH:29]=[CH:28][N:27]=[CH:26]4)[CH:20]=3)[CH2:16][C:15](=[O:30])[NH:14][C:13]=2[CH:12]=1. (3) Given the reactants [Cl:1][C:2]1[CH:11]=[CH:10][C:9]2[C:4](=[CH:5][CH:6]=[C:7]([N+:12]([O-])=O)[CH:8]=2)[N:3]=1.[NH4+], predict the reaction product. The product is: [Cl:1][C:2]1[CH:11]=[CH:10][C:9]2[C:4](=[CH:5][CH:6]=[C:7]([NH2:12])[CH:8]=2)[N:3]=1.